From a dataset of Forward reaction prediction with 1.9M reactions from USPTO patents (1976-2016). Predict the product of the given reaction. (1) Given the reactants C(OC([N:8]1[CH2:13][CH2:12][CH:11]([NH:14][CH2:15][C:16]2[C:17]3[N:24]([CH2:25][CH3:26])[C:23]([C:27]4[C:31]([NH2:32])=[N:30][O:29][N:28]=4)=[N:22][C:18]=3[CH:19]=[N:20][CH:21]=2)[CH2:10][CH2:9]1)=O)(C)(C)C.FC(F)(F)C(O)=O, predict the reaction product. The product is: [NH2:32][C:31]1[C:27]([C:23]2[N:24]([CH2:25][CH3:26])[C:17]3[C:16]([CH2:15][NH:14][CH:11]4[CH2:12][CH2:13][NH:8][CH2:9][CH2:10]4)=[CH:21][N:20]=[CH:19][C:18]=3[N:22]=2)=[N:28][O:29][N:30]=1. (2) The product is: [C@H:6]1([NH:3][C:4](=[O:15])[O:49][CH2:42][C:43]2[CH:48]=[CH:47][CH:46]=[CH:45][CH:44]=2)[CH2:7][CH2:35][CH2:34][C@@H:33]([NH:32][C:30](=[O:31])[O:29][C:25]([CH3:28])([CH3:27])[CH3:26])[CH2:38]1. Given the reactants C([N:3]([CH2:6][CH3:7])[CH2:4]C)C.C1(P(N=[N+]=[N-])(C2C=CC=CC=2)=[O:15])C=CC=CC=1.[C:25]([O:29][C:30]([NH:32][C@@H:33]1[CH2:38]CC[C@H:35](C(O)=O)[CH2:34]1)=[O:31])([CH3:28])([CH3:27])[CH3:26].[CH2:42]([OH:49])[C:43]1[CH:48]=[CH:47][CH:46]=[CH:45][CH:44]=1, predict the reaction product.